This data is from Forward reaction prediction with 1.9M reactions from USPTO patents (1976-2016). The task is: Predict the product of the given reaction. (1) The product is: [Cl:1][C:2]1[C:7]2[C:8](=[O:9])[NH:19][N:20]=[CH:10][C:6]=2[CH:5]=[C:4]([Cl:13])[N:3]=1. Given the reactants [Cl:1][C:2]1[C:7]2[C:8](=O)[O:9][CH:10](O)[C:6]=2[CH:5]=[C:4]([Cl:13])[N:3]=1.S(O)(O)(=O)=O.[NH2:19][NH2:20].C([O-])(=O)C.[Na+], predict the reaction product. (2) Given the reactants Cl.[CH3:2][O:3][C:4]1[CH:5]=[C:6]2[C:21](=[CH:22][C:23]=1[O:24][CH3:25])[C:9]1=[N:10][NH:11][C:12]([NH:13][C:14]3[CH:19]=[CH:18][CH:17]=[C:16]([F:20])[CH:15]=3)=[C:8]1[CH2:7]2.Cl[C:27]([O:29][C:30]1[CH:35]=[CH:34][CH:33]=[CH:32][CH:31]=1)=[O:28].C(N(C(C)C)CC)(C)C, predict the reaction product. The product is: [C:30]1([O:29][C:27]([N:10]2[C:9]3[C:21]4[C:6]([CH2:7][C:8]=3[C:12]([NH:13][C:14]3[CH:19]=[CH:18][CH:17]=[C:16]([F:20])[CH:15]=3)=[N:11]2)=[CH:5][C:4]([O:3][CH3:2])=[C:23]([O:24][CH3:25])[CH:22]=4)=[O:28])[CH:35]=[CH:34][CH:33]=[CH:32][CH:31]=1. (3) The product is: [CH3:1][NH:2][C:3]1[N:8]=[C:7]2[N:9]([CH3:16])[C:10]([C:12]([F:15])([F:14])[F:13])=[N:11][C:6]2=[CH:5][C:4]=1[NH2:17]. Given the reactants [CH3:1][NH:2][C:3]1[N:8]=[C:7]2[N:9]([CH3:16])[C:10]([C:12]([F:15])([F:14])[F:13])=[N:11][C:6]2=[CH:5][C:4]=1[N+:17]([O-])=O.[H][H], predict the reaction product. (4) Given the reactants [Cl:1][C:2]1[CH:3]=[C:4]([CH:27]=[CH:28][CH:29]=1)[CH2:5][N:6]1[C:10]([C:11]([F:14])([F:13])[F:12])=[CH:9][C:8]([C:15]2[CH:20]=[CH:19][C:18]([Cl:21])=[CH:17][CH:16]=2)=[C:7]1[C:22]([O:24]CC)=[O:23].O[Li].O, predict the reaction product. The product is: [Cl:1][C:2]1[CH:3]=[C:4]([CH:27]=[CH:28][CH:29]=1)[CH2:5][N:6]1[C:10]([C:11]([F:13])([F:12])[F:14])=[CH:9][C:8]([C:15]2[CH:16]=[CH:17][C:18]([Cl:21])=[CH:19][CH:20]=2)=[C:7]1[C:22]([OH:24])=[O:23]. (5) Given the reactants [CH3:1][C:2]1[C:10]([CH3:12])([CH3:11])[C:9]2[C:4](=[CH:5][CH:6]=[CH:7][CH:8]=2)[N:3]=1.Br[CH2:14][CH2:15][OH:16], predict the reaction product. The product is: [CH3:11][C:10]1([CH3:12])[C:9]2[C:4](=[CH:5][CH:6]=[CH:7][CH:8]=2)[N:3]([CH2:14][CH2:15][OH:16])[C:2]1=[CH2:1]. (6) Given the reactants [F:1][C:2]1[CH:8]=[CH:7][C:5]([NH2:6])=[CH:4][CH:3]=1.S(C1C=CC(C)=CC=1)(O[CH2:13][CH2:14][F:15])(=O)=O, predict the reaction product. The product is: [F:15][CH2:14][CH2:13][NH:6][C:5]1[CH:7]=[CH:8][C:2]([F:1])=[CH:3][CH:4]=1. (7) Given the reactants [F:1][C:2]1[CH:3]=[CH:4][C:5]2[N:6]([CH:8]=[CH:9][N:10]=2)[N:7]=1.[Br:11]Br.O, predict the reaction product. The product is: [Br:11][C:8]1[N:6]2[N:7]=[C:2]([F:1])[CH:3]=[CH:4][C:5]2=[N:10][CH:9]=1.